Dataset: Full USPTO retrosynthesis dataset with 1.9M reactions from patents (1976-2016). Task: Predict the reactants needed to synthesize the given product. (1) Given the product [CH3:23][C:10]1[N:11]([CH2:18][C:19]([O:21][CH3:22])=[O:20])[C:12]2[C:17]([C:9]=1[C:6]1[CH:5]=[CH:4][C:3](=[O:2])[NH:8][CH:7]=1)=[CH:16][CH:15]=[CH:14][CH:13]=2, predict the reactants needed to synthesize it. The reactants are: C[O:2][C:3]1[N:8]=[CH:7][C:6]([C:9]2[C:17]3[C:12](=[CH:13][CH:14]=[CH:15][CH:16]=3)[N:11]([CH2:18][C:19]([O:21][CH3:22])=[O:20])[C:10]=2[CH3:23])=[CH:5][CH:4]=1.Cl. (2) The reactants are: [F:1][C:2]1[CH:7]=[C:6]([F:8])[CH:5]=[CH:4][C:3]=1[CH2:9][CH2:10][C:11]1[N:12]([CH2:22][C:23](O)=[O:24])[C:13]2[C:18]([C:19](=[O:21])[N:20]=1)=[CH:17][CH:16]=[CH:15][CH:14]=2.[CH3:26][C:27]([N:33]1[CH2:38][CH2:37][CH:36]([NH:39][CH2:40][C:41]2[CH:46]=[CH:45][C:44]([C:47]3[CH:52]=[CH:51][C:50]([C:53]([F:56])([F:55])[F:54])=[CH:49][CH:48]=3)=[CH:43][CH:42]=2)[CH2:35][CH2:34]1)([CH3:32])[C:28]([O:30][CH3:31])=[O:29].CCN(C(C)C)C(C)C.CN(C(ON1N=NC2C=CC=NC1=2)=[N+](C)C)C.F[P-](F)(F)(F)(F)F. Given the product [F:1][C:2]1[CH:7]=[C:6]([F:8])[CH:5]=[CH:4][C:3]=1[CH2:9][CH2:10][C:11]1[N:12]([CH2:22][C:23]([N:39]([CH2:40][C:41]2[CH:46]=[CH:45][C:44]([C:47]3[CH:48]=[CH:49][C:50]([C:53]([F:55])([F:56])[F:54])=[CH:51][CH:52]=3)=[CH:43][CH:42]=2)[CH:36]2[CH2:37][CH2:38][N:33]([C:27]([CH3:26])([CH3:32])[C:28]([O:30][CH3:31])=[O:29])[CH2:34][CH2:35]2)=[O:24])[C:13]2[C:18]([C:19](=[O:21])[N:20]=1)=[CH:17][CH:16]=[CH:15][CH:14]=2, predict the reactants needed to synthesize it. (3) Given the product [CH2:37]([NH:39][C:40]([NH:1][C:2]1[CH:7]=[CH:6][C:5]([C:8]2[CH:9]=[CH:10][C:11]([C:14]3[S:18][C:17]([C@@:19]4([CH2:27][C:28]([O:30][CH2:31][CH2:32][Si:33]([CH3:35])([CH3:34])[CH3:36])=[O:29])[CH2:24][CH2:23][CH2:22][CH2:21][S:20]4(=[O:25])=[O:26])=[CH:16][CH:15]=3)=[CH:12][CH:13]=2)=[CH:4][CH:3]=1)=[O:41])[CH3:38], predict the reactants needed to synthesize it. The reactants are: [NH2:1][C:2]1[CH:7]=[CH:6][C:5]([C:8]2[CH:13]=[CH:12][C:11]([C:14]3[S:18][C:17]([C@@:19]4([CH2:27][C:28]([O:30][CH2:31][CH2:32][Si:33]([CH3:36])([CH3:35])[CH3:34])=[O:29])[CH2:24][CH2:23][CH2:22][CH2:21][S:20]4(=[O:26])=[O:25])=[CH:16][CH:15]=3)=[CH:10][CH:9]=2)=[CH:4][CH:3]=1.[CH2:37]([N:39]=[C:40]=[O:41])[CH3:38]. (4) Given the product [Br:17][C:6]1[CH:5]=[C:4]([CH:1]([CH3:3])[CH3:2])[CH:9]=[CH:8][C:7]=1[O:10][CH3:11], predict the reactants needed to synthesize it. The reactants are: [CH:1]([C:4]1[CH:9]=[CH:8][C:7]([O:10][CH3:11])=[CH:6][CH:5]=1)([CH3:3])[CH3:2].[N+]([O-])([O-])=O.[NH4+].[Br:17]N1C(=O)CCC1=O.CCOC(C)=O. (5) Given the product [F:1][C:2]1[CH:7]=[C:6]([C:8]2[N:12]=[CH:11][NH:10][N:9]=2)[CH:5]=[CH:4][C:3]=1[C:21]1[CH:22]=[N:23][N:24]2[CH:29]=[CH:28][C:27]([N:30]3[C@@H:34]([CH:35]([CH3:36])[CH3:37])[CH2:33][O:32][C:31]3=[O:38])=[N:26][C:25]=12, predict the reactants needed to synthesize it. The reactants are: [F:1][C:2]1[CH:7]=[C:6]([C:8]2[N:12]=[CH:11][N:10](COCC[Si](C)(C)C)[N:9]=2)[CH:5]=[CH:4][C:3]=1[C:21]1[CH:22]=[N:23][N:24]2[CH:29]=[CH:28][C:27]([N:30]3[C@@H:34]([CH:35]([CH3:37])[CH3:36])[CH2:33][O:32][C:31]3=[O:38])=[N:26][C:25]=12.FC1C=C(C2N(COCC[Si](C)(C)C)N=CN=2)C=CC=1C1C=NN2C=CC(N3[C@@H](C(C)C)COC3=O)=NC=12. (6) Given the product [C:3]([O:7][C:8]([N:10]1[CH2:15][CH2:14][C@@H:13]([C:16]2[CH:17]=[CH:18][C:19]([F:22])=[CH:20][CH:21]=2)[C@@H:12]([C:23]([OH:25])=[O:24])[CH2:11]1)=[O:9])([CH3:6])([CH3:4])[CH3:5], predict the reactants needed to synthesize it. The reactants are: O=O.[C:3]([O:7][C:8]([N:10]1[CH2:15][CH2:14][C:13]([C:16]2[CH:21]=[CH:20][C:19]([F:22])=[CH:18][CH:17]=2)=[C:12]([C:23]([OH:25])=[O:24])[CH2:11]1)=[O:9])([CH3:6])([CH3:5])[CH3:4].C(N(CC)CC)C.[H][H].